Task: Predict the product of the given reaction.. Dataset: Forward reaction prediction with 1.9M reactions from USPTO patents (1976-2016) (1) Given the reactants [H-].[Na+].[C:3]([CH2:5][C:6]([O:8][CH2:9][CH3:10])=[O:7])#[N:4].I[CH2:12][CH2:13][C:14]1[CH:15]=[CH:16][C:17]2[N:22]([CH3:23])[CH2:21][CH2:20][N:19]([C:24]([O:26][C:27]([CH3:30])([CH3:29])[CH3:28])=[O:25])[C:18]=2[N:31]=1, predict the reaction product. The product is: [C:3]([CH:5]([C:6]([O:8][CH2:9][CH3:10])=[O:7])[CH2:12][CH2:13][C:14]1[CH:15]=[CH:16][C:17]2[N:22]([CH3:23])[CH2:21][CH2:20][N:19]([C:24]([O:26][C:27]([CH3:30])([CH3:29])[CH3:28])=[O:25])[C:18]=2[N:31]=1)#[N:4]. (2) Given the reactants [N:1]1([C:5](=O)[CH2:6][O:7][C:8]2[CH:13]=[CH:12][C:11]([N+:14]([O-:16])=[O:15])=[CH:10][C:9]=2[O:17][CH3:18])[CH2:4][CH2:3][CH2:2]1.B, predict the reaction product. The product is: [CH3:18][O:17][C:9]1[CH:10]=[C:11]([N+:14]([O-:16])=[O:15])[CH:12]=[CH:13][C:8]=1[O:7][CH2:6][CH2:5][N:1]1[CH2:4][CH2:3][CH2:2]1.